Dataset: Catalyst prediction with 721,799 reactions and 888 catalyst types from USPTO. Task: Predict which catalyst facilitates the given reaction. (1) Reactant: [C:1]([C@H:5]1[CH2:10][CH2:9][C@H:8]([O:11][C:12]2[CH:17]=[CH:16][C:15]([C:18]3[CH:23]=[CH:22][C:21]([CH2:24][N:25]4[CH2:30][CH2:29][CH:28]([C:31]([O:33]CC)=[O:32])[CH2:27][CH2:26]4)=[CH:20][CH:19]=3)=[CH:14][CH:13]=2)[CH2:7][CH2:6]1)([CH3:4])([CH3:3])[CH3:2].O[Li].O.Cl. Product: [C:1]([C@H:5]1[CH2:10][CH2:9][C@H:8]([O:11][C:12]2[CH:17]=[CH:16][C:15]([C:18]3[CH:23]=[CH:22][C:21]([CH2:24][N:25]4[CH2:26][CH2:27][CH:28]([C:31]([OH:33])=[O:32])[CH2:29][CH2:30]4)=[CH:20][CH:19]=3)=[CH:14][CH:13]=2)[CH2:7][CH2:6]1)([CH3:4])([CH3:2])[CH3:3]. The catalyst class is: 24. (2) Reactant: [F:1][C:2]([F:14])([F:13])[C:3]1[CH:12]=[CH:11][C:6]2[N:7]=[C:8]([NH2:10])[S:9][C:5]=2[CH:4]=1.C(N=C=NCCCN(C)C)C.ON1C2C=CC=CC=2N=N1.[C:36]([N:39]1[CH:43]([C:44]2[CH:45]=[CH:46][C:47]([O:55][CH3:56])=[C:48]([CH:54]=2)[O:49][CH2:50][C:51](O)=[O:52])[CH2:42][C:41]([C:57]2[CH:62]=[C:61]([O:63][CH3:64])[C:60]([O:65][CH3:66])=[C:59]([O:67][CH3:68])[CH:58]=2)=[N:40]1)(=[O:38])[CH3:37]. Product: [F:14][C:2]([F:1])([F:13])[C:3]1[CH:12]=[CH:11][C:6]2[N:7]=[C:8]([NH:10][C:51](=[O:52])[CH2:50][O:49][C:48]3[CH:54]=[C:44]([CH:43]4[N:39]([C:36](=[O:38])[CH3:37])[N:40]=[C:41]([C:57]5[CH:62]=[C:61]([O:63][CH3:64])[C:60]([O:65][CH3:66])=[C:59]([O:67][CH3:68])[CH:58]=5)[CH2:42]4)[CH:45]=[CH:46][C:47]=3[O:55][CH3:56])[S:9][C:5]=2[CH:4]=1. The catalyst class is: 46. (3) Reactant: [CH3:1][C:2]1[N:11]=[C:10]([N:12]2[CH2:17][CH2:16][O:15][CH2:14][CH2:13]2)[C:9]2[C:4](=[C:5]([NH2:18])[CH:6]=[CH:7][CH:8]=2)[N:3]=1.[Cl:19][C:20]1[C:25]([C:26](O)=[O:27])=[C:24]([F:29])[C:23]([CH2:30][NH:31][C:32](=[O:37])[C:33]([CH3:36])([CH3:35])[CH3:34])=[CH:22][CH:21]=1.C(Cl)(=O)C(Cl)=O.CCN(C(C)C)C(C)C. Product: [Cl:19][C:20]1[C:25]([C:26]([NH:18][C:5]2[CH:6]=[CH:7][CH:8]=[C:9]3[C:4]=2[N:3]=[C:2]([CH3:1])[N:11]=[C:10]3[N:12]2[CH2:17][CH2:16][O:15][CH2:14][CH2:13]2)=[O:27])=[C:24]([F:29])[C:23]([CH2:30][NH:31][C:32](=[O:37])[C:33]([CH3:35])([CH3:34])[CH3:36])=[CH:22][CH:21]=1. The catalyst class is: 85. (4) Reactant: C([C@H]1COC(=O)N1[C:14](=[O:30])[C@H:15]([CH2:28][CH3:29])[CH2:16]/[CH:17]=[CH:18]/[CH2:19][O:20][CH2:21][C:22]1[CH:27]=[CH:26][CH:25]=[CH:24][CH:23]=1)C1C=CC=CC=1.OO.O.[OH-].[Li+].S([O-])([O-])(=[O:38])=S.[Na+].[Na+]. Product: [CH2:21]([O:20][CH2:19]/[CH:18]=[CH:17]/[CH2:16][C@@H:15]([CH2:28][CH3:29])[C:14]([OH:30])=[O:38])[C:22]1[CH:23]=[CH:24][CH:25]=[CH:26][CH:27]=1. The catalyst class is: 132. (5) Reactant: [Cl-].O[NH3+:3].[C:4](=[O:7])([O-])[OH:5].[Na+].CS(C)=O.[CH2:13]([C:17]1[N:18]=[C:19]([CH3:51])[N:20]([CH2:39][C:40]2[N:44]=[C:43]([C:45]3[CH:50]=[CH:49][CH:48]=[CH:47][CH:46]=3)[O:42][N:41]=2)[C:21](=[O:38])[C:22]=1[CH2:23][C:24]1[CH:29]=[CH:28][C:27]([C:30]2[C:31]([C:36]#[N:37])=[CH:32][CH:33]=[CH:34][CH:35]=2)=[CH:26][CH:25]=1)[CH2:14][CH2:15][CH3:16]. Product: [CH2:13]([C:17]1[N:18]=[C:19]([CH3:51])[N:20]([CH2:39][C:40]2[N:44]=[C:43]([C:45]3[CH:50]=[CH:49][CH:48]=[CH:47][CH:46]=3)[O:42][N:41]=2)[C:21](=[O:38])[C:22]=1[CH2:23][C:24]1[CH:25]=[CH:26][C:27]([C:30]2[CH:35]=[CH:34][CH:33]=[CH:32][C:31]=2[C:36]2[NH:3][C:4](=[O:7])[O:5][N:37]=2)=[CH:28][CH:29]=1)[CH2:14][CH2:15][CH3:16]. The catalyst class is: 13. (6) Product: [C:1]([O:5][C:6]([N:8]1[C:13]2[CH:14]=[C:15]([Cl:20])[C:16]([O:18][CH3:19])=[CH:17][C:12]=2[O:11][CH:10]([C:21](=[O:23])[NH:66][CH:63]2[CH2:62][CH2:61][N:60]([CH2:59][C:58]3[CH:67]=[CH:68][C:55]([F:54])=[CH:56][CH:57]=3)[CH2:65][CH2:64]2)[CH2:9]1)=[O:7])([CH3:3])([CH3:2])[CH3:4]. The catalyst class is: 18. Reactant: [C:1]([O:5][C:6]([N:8]1[C:13]2[CH:14]=[C:15]([Cl:20])[C:16]([O:18][CH3:19])=[CH:17][C:12]=2[O:11][CH:10]([C:21]([OH:23])=O)[CH2:9]1)=[O:7])([CH3:4])([CH3:3])[CH3:2].CCN=C=NCCCN(C)C.C1C=CC2N(O)N=NC=2C=1.CCN(C(C)C)C(C)C.[F:54][C:55]1[CH:68]=[CH:67][C:58]([CH2:59][N:60]2[CH2:65][CH2:64][CH:63]([NH2:66])[CH2:62][CH2:61]2)=[CH:57][CH:56]=1. (7) The catalyst class is: 23. Product: [NH:26]1[C:27]2[C:23](=[CH:22][CH:21]=[C:20]([NH:19][C:2]3[N:7]=[C:6]([N:10]4[CH2:18][CH2:17][CH2:16][CH:12]([C:13]([NH2:15])=[O:14])[CH2:11]4)[C:5]([F:9])=[CH:4][N:3]=3)[CH:28]=2)[CH:24]=[N:25]1. Reactant: Cl[C:2]1[N:7]=[C:6](Cl)[C:5]([F:9])=[CH:4][N:3]=1.[NH:10]1[CH2:18][CH2:17][CH2:16][CH:12]([C:13]([NH2:15])=[O:14])[CH2:11]1.[NH2:19][C:20]1[CH:28]=[C:27]2[C:23]([CH:24]=[N:25][NH:26]2)=[CH:22][CH:21]=1.C(O)CCC.